This data is from Catalyst prediction with 721,799 reactions and 888 catalyst types from USPTO. The task is: Predict which catalyst facilitates the given reaction. (1) Reactant: [CH3:1][C:2](C)([CH3:30])[CH:3]([C:5]1[N:6]=[C:7]([CH3:29])[N:8]([C:10]([C:23]2[CH:28]=[CH:27][CH:26]=[CH:25][CH:24]=2)([C:17]2[CH:22]=[CH:21][CH:20]=[CH:19][CH:18]=2)[C:11]2[CH:16]=[CH:15][CH:14]=[CH:13][CH:12]=2)[CH:9]=1)O.[CH:32]1C=CN=CC=1.[FH:38].[Si](C(O)C)(C)(C)C. Product: [F:38][C:2]([CH3:1])([CH3:30])[CH:3]([C:5]1[N:6]=[C:7]([CH3:29])[N:8]([C:10]([C:11]2[CH:16]=[CH:15][CH:14]=[CH:13][CH:12]=2)([C:17]2[CH:18]=[CH:19][CH:20]=[CH:21][CH:22]=2)[C:23]2[CH:28]=[CH:27][CH:26]=[CH:25][CH:24]=2)[CH:9]=1)[CH3:32]. The catalyst class is: 2. (2) Reactant: [H-].[Na+].[NH:3]1[C:11]2[C:6](=[N:7][CH:8]=[C:9]([C:12]3[CH:17]=[CH:16][N:15]=[C:14]([C:18]([O:20]C(C)C)=[O:19])[CH:13]=3)[CH:10]=2)[CH:5]=[CH:4]1.[CH:24](I)([CH3:26])[CH3:25]. Product: [CH:24]([N:3]1[C:11]2[C:6](=[N:7][CH:8]=[C:9]([C:12]3[CH:17]=[CH:16][N:15]=[C:14]([C:18]([OH:20])=[O:19])[CH:13]=3)[CH:10]=2)[CH:5]=[CH:4]1)([CH3:26])[CH3:25]. The catalyst class is: 9. (3) Reactant: Cl[C:2]1[CH:23]=[CH:22][C:5]([C:6]([NH:8][C:9]2[CH:14]=[CH:13][C:12]([Cl:15])=[C:11]([C:16]3[CH:21]=[CH:20][CH:19]=[CH:18][N:17]=3)[CH:10]=2)=[O:7])=[CH:4][N:3]=1.[CH2:24]([N:26]1[CH2:31][CH2:30][NH:29][CH2:28][CH2:27]1)[CH3:25]. Product: [Cl:15][C:12]1[CH:13]=[CH:14][C:9]([NH:8][C:6](=[O:7])[C:5]2[CH:22]=[CH:23][C:2]([N:29]3[CH2:30][CH2:31][N:26]([CH2:24][CH3:25])[CH2:27][CH2:28]3)=[N:3][CH:4]=2)=[CH:10][C:11]=1[C:16]1[CH:21]=[CH:20][CH:19]=[CH:18][N:17]=1. The catalyst class is: 51. (4) Reactant: C([O:8][C:9]1[C:18]([O:19][CH3:20])=[CH:17][C:12]([C:13]([O:15][CH3:16])=[O:14])=[C:11]([N+:21]([O-])=O)[CH:10]=1)C1C=CC=CC=1.[H][H]. Product: [NH2:21][C:11]1[CH:10]=[C:9]([OH:8])[C:18]([O:19][CH3:20])=[CH:17][C:12]=1[C:13]([O:15][CH3:16])=[O:14]. The catalyst class is: 304. (5) Reactant: [Cl-].O[NH3+:3].[C:4](=[O:7])([O-])[OH:5].[Na+].CS(C)=O.[CH2:13]([C:17]1[N:18]=[C:19]([CH3:46])[N:20]([C:39]2[CH:44]=[CH:43][C:42]([CH3:45])=[CH:41][CH:40]=2)[C:21](=[O:38])[C:22]=1[CH2:23][C:24]1[CH:29]=[CH:28][C:27]([C:30]2[C:31]([C:36]#[N:37])=[CH:32][CH:33]=[CH:34][CH:35]=2)=[CH:26][CH:25]=1)[CH2:14][CH2:15][CH3:16]. Product: [CH2:13]([C:17]1[N:18]=[C:19]([CH3:46])[N:20]([C:39]2[CH:44]=[CH:43][C:42]([CH3:45])=[CH:41][CH:40]=2)[C:21](=[O:38])[C:22]=1[CH2:23][C:24]1[CH:29]=[CH:28][C:27]([C:30]2[CH:35]=[CH:34][CH:33]=[CH:32][C:31]=2[C:36]2[NH:3][C:4](=[O:7])[O:5][N:37]=2)=[CH:26][CH:25]=1)[CH2:14][CH2:15][CH3:16]. The catalyst class is: 69. (6) Reactant: C([O:3][C:4](=[O:27])[CH2:5][O:6][C:7]1[CH:12]=[C:11]([F:13])[CH:10]=[CH:9][C:8]=1[C:14](=[S:26])[NH:15][CH2:16][C:17]1[CH:22]=[CH:21][CH:20]=[C:19]([N+:23]([O-:25])=[O:24])[CH:18]=1)C.[OH-].[Na+]. Product: [F:13][C:11]1[CH:10]=[CH:9][C:8]([C:14](=[S:26])[NH:15][CH2:16][C:17]2[CH:22]=[CH:21][CH:20]=[C:19]([N+:23]([O-:25])=[O:24])[CH:18]=2)=[C:7]([CH:12]=1)[O:6][CH2:5][C:4]([OH:27])=[O:3]. The catalyst class is: 8. (7) Reactant: [NH2:1][CH2:2][C:3]1[NH:7][C:6]2[CH:8]=[CH:9][CH:10]=[C:11]([N:12]([CH3:18])[CH2:13][CH2:14][N:15]([CH3:17])[CH3:16])[C:5]=2[N:4]=1.[N:19]1[C:28]2[C:27](=O)[CH2:26][CH2:25][CH2:24][C:23]=2[CH:22]=[CH:21][CH:20]=1.[C:30](O)(=O)C.C(O[BH-](OC(=O)C)OC(=O)C)(=O)C.[Na+].C=O. Product: [CH3:16][N:15]([CH3:17])[CH2:14][CH2:13][N:12]([CH3:18])[C:11]1[C:5]2[N:4]=[C:3]([CH2:2][N:1]([CH3:30])[CH:27]3[C:28]4[N:19]=[CH:20][CH:21]=[CH:22][C:23]=4[CH2:24][CH2:25][CH2:26]3)[NH:7][C:6]=2[CH:8]=[CH:9][CH:10]=1. The catalyst class is: 26.